From a dataset of Reaction yield outcomes from USPTO patents with 853,638 reactions. Predict the reaction yield, written as a fraction of the theoretical maximum amount of product (1.0 means a 100% yield; for example, 0.34 means a 34% yield). (1) The reactants are [OH:1][C:2]1[C:3]([C:19]([C:22]2[CH:27]=[CH:26][CH:25]=[CH:24][CH:23]=2)([CH3:21])[CH3:20])=[N:4][C:5]2[C:10]([C:11]=1[C:12]([OH:14])=[O:13])=[CH:9][CH:8]=[C:7]1CCCC[C:6]=21.[CH:28]([C:31]1C=CC=C2C=1NC(=O)C2=O)(C)[CH3:29].C(OCC(=O)C(C1C=CC([Cl:57])=CC=1)(C)C)(=O)C. No catalyst specified. The product is [Cl:57][C:25]1[CH:26]=[CH:27][C:22]([C:19]([C:3]2[C:2]([OH:1])=[C:11]([C:12]([OH:14])=[O:13])[C:10]3[C:5](=[C:6]([CH:28]([CH3:31])[CH3:29])[CH:7]=[CH:8][CH:9]=3)[N:4]=2)([CH3:21])[CH3:20])=[CH:23][CH:24]=1. The yield is 0.0660. (2) The reactants are C[C:2](C)([C:4](=[O:14])[CH2:5][C:6](=[N:8][CH2:9][CH2:10][N:11]([CH3:13])[CH3:12])[CH3:7])C.CC(CC(C)=O)=O.[O-]S([O-])(=O)=O.[Na+].[Na+]. No catalyst specified. The product is [CH3:12][N:11]([CH2:10][CH2:9][N:8]=[C:6]([CH3:7])[CH2:5][C:4](=[O:14])[CH3:2])[CH3:13]. The yield is 0.830. (3) The reactants are [Br:1][C:2]1[CH:3]=[C:4]2[C:8](=[CH:9][CH:10]=1)[NH:7][C:6](=[O:11])[CH2:5]2.[CH2:12]([O:14][C:15]([C:17]1[C:21]([C:22]2[CH:27]=[CH:26][CH:25]=[CH:24][CH:23]=2)=[C:20]([CH:28]=O)[NH:19][C:18]=1[CH3:30])=[O:16])[CH3:13]. No catalyst specified. The product is [CH2:12]([O:14][C:15]([C:17]1[C:21]([C:22]2[CH:27]=[CH:26][CH:25]=[CH:24][CH:23]=2)=[C:20]([CH:28]=[C:5]2[C:4]3[C:8](=[CH:9][CH:10]=[C:2]([Br:1])[CH:3]=3)[NH:7][C:6]2=[O:11])[NH:19][C:18]=1[CH3:30])=[O:16])[CH3:13]. The yield is 0.600. (4) The reactants are [CH2:1]([C:3]1([CH2:16][CH3:17])[O:7][B:6]([OH:8])[C:5]2[CH:9]=[CH:10][C:11]([CH:13]=[N:14][OH:15])=[CH:12][C:4]1=2)[CH3:2].C1C(=O)N(Cl)C(=O)C1.[Cl:26][C:27]1[CH:32]=[C:31]([C:33]([C:35]([F:38])([F:37])[F:36])=[CH2:34])[CH:30]=[C:29]([Cl:39])[CH:28]=1.CC(=O)OCC. The catalyst is CN(C=O)C. The product is [Cl:26][C:27]1[CH:32]=[C:31]([C:33]2([C:35]([F:38])([F:36])[F:37])[O:15][N:14]=[C:13]([C:11]3[CH:10]=[CH:9][C:5]4[B:6]([OH:8])[O:7][C:3]([CH2:1][CH3:2])([CH2:16][CH3:17])[C:4]=4[CH:12]=3)[CH2:34]2)[CH:30]=[C:29]([Cl:39])[CH:28]=1. The yield is 0.355. (5) The reactants are [OH:1][C:2]1[CH:11]=[CH:10][C:9]2[C:4](=[CH:5][CH:6]=[C:7]([O:12][CH3:13])[CH:8]=2)[C:3]=1[C:14]([C:16]1[CH:21]=[CH:20][C:19]([O:22][CH2:23][CH2:24][N:25]2[CH2:30][CH2:29][CH2:28][CH2:27][CH2:26]2)=[CH:18][CH:17]=1)=[O:15].N#N.N1C=CC=CC=1.[F:39][C:40]([F:46])([F:45])[S:41](Cl)(=[O:43])=[O:42]. The catalyst is C(Cl)Cl. The product is [CH3:13][O:12][C:7]1[CH:8]=[C:9]2[C:4](=[CH:5][CH:6]=1)[C:3]([C:14](=[O:15])[C:16]1[CH:21]=[CH:20][C:19]([O:22][CH2:23][CH2:24][N:25]3[CH2:30][CH2:29][CH2:28][CH2:27][CH2:26]3)=[CH:18][CH:17]=1)=[C:2]([O:1][S:41]([C:40]([F:46])([F:45])[F:39])(=[O:43])=[O:42])[CH:11]=[CH:10]2. The yield is 1.00. (6) The reactants are [CH3:1][C:2]1[CH:10]=[CH:9][C:5]2[O:6][CH2:7][O:8][C:4]=2[CH:3]=1.[N+:11]([O-])([OH:13])=[O:12]. The catalyst is C(Cl)(Cl)Cl.ClCCl. The product is [CH3:1][C:2]1[C:10]([N+:11]([O-:13])=[O:12])=[CH:9][C:5]2[O:6][CH2:7][O:8][C:4]=2[CH:3]=1. The yield is 0.900.